Dataset: Catalyst prediction with 721,799 reactions and 888 catalyst types from USPTO. Task: Predict which catalyst facilitates the given reaction. (1) Reactant: [NH2:1][C:2]1[N:7]=[C:6]([N:8]2[CH2:13][CH2:12][CH2:11][C@H:10]([C:14]([NH:16][C:17]3[CH:22]=[CH:21][CH:20]=[C:19]([CH3:23])[CH:18]=3)=[O:15])[CH2:9]2)[CH:5]=[C:4]([C:24]2[CH:29]=[CH:28][C:27]([C:30]#[N:31])=[C:26](F)[CH:25]=2)[N:3]=1.CCN(C(C)C)C(C)C.[NH2:42][NH2:43]. Product: [NH2:1][C:2]1[N:7]=[C:6]([N:8]2[CH2:13][CH2:12][CH2:11][C@H:10]([C:14]([NH:16][C:17]3[CH:22]=[CH:21][CH:20]=[C:19]([CH3:23])[CH:18]=3)=[O:15])[CH2:9]2)[CH:5]=[C:4]([C:24]2[CH:25]=[C:26]3[C:27]([C:30]([NH2:31])=[N:42][NH:43]3)=[CH:28][CH:29]=2)[N:3]=1. The catalyst class is: 14. (2) Reactant: [OH:1][CH2:2][C:3]1[NH:4][C:5]2[CH:11]=[CH:10][CH:9]=[CH:8][C:6]=2[N:7]=1.C(=O)([O-])[O-].[K+].[K+].[CH2:18](OS(OCC)(=O)=O)[CH3:19]. Product: [CH2:18]([N:7]1[C:6]2[CH:8]=[CH:9][CH:10]=[CH:11][C:5]=2[N:4]=[C:3]1[CH2:2][OH:1])[CH3:19]. The catalyst class is: 5.